Dataset: Full USPTO retrosynthesis dataset with 1.9M reactions from patents (1976-2016). Task: Predict the reactants needed to synthesize the given product. (1) Given the product [CH:1]1([C:4]([N:6]([C:7]2[C:8]([O:24][CH3:25])=[N:9][C:10]([C:14]3[C:19]([O:20][CH3:21])=[CH:18][C:17]([CH3:22])=[CH:16][C:15]=3[CH3:23])=[N:11][C:12]=2[CH3:13])[CH2:27][CH2:28][CH3:29])=[O:5])[CH2:3][CH2:2]1, predict the reactants needed to synthesize it. The reactants are: [CH:1]1([C:4]([NH:6][C:7]2[C:8]([O:24][CH3:25])=[N:9][C:10]([C:14]3[C:19]([O:20][CH3:21])=[CH:18][C:17]([CH3:22])=[CH:16][C:15]=3[CH3:23])=[N:11][C:12]=2[CH3:13])=[O:5])[CH2:3][CH2:2]1.I[CH2:27][CH2:28][CH3:29].[H-].[Na+]. (2) Given the product [NH2:34][C:30]([CH3:31])([CH3:29])[C:32]#[C:33][C:15]1[S:14][C:13]([CH3:28])=[C:12]([CH:6]([O:5][C:1]([CH3:4])([CH3:3])[CH3:2])[C:7]([O:9][CH2:10][CH3:11])=[O:8])[C:16]=1[C:17]1[CH:18]=[CH:19][C:20]2[O:25][CH2:24][CH2:23][CH2:22][C:21]=2[CH:26]=1, predict the reactants needed to synthesize it. The reactants are: [C:1]([O:5][CH:6]([C:12]1[C:16]([C:17]2[CH:18]=[CH:19][C:20]3[O:25][CH2:24][CH2:23][CH2:22][C:21]=3[CH:26]=2)=[C:15](Cl)[S:14][C:13]=1[CH3:28])[C:7]([O:9][CH2:10][CH3:11])=[O:8])([CH3:4])([CH3:3])[CH3:2].[CH3:29][C:30]([NH2:34])([C:32]#[CH:33])[CH3:31].C(=O)([O-])[O-].[Cs+].[Cs+].C1(P(C2CCCCC2)C2CCCCC2)CCCCC1.N12CCCN=C1CCCCC2.